Dataset: Full USPTO retrosynthesis dataset with 1.9M reactions from patents (1976-2016). Task: Predict the reactants needed to synthesize the given product. (1) Given the product [Cl:1][C:2]1[CH:3]=[C:4]2[C:10]([C:11]3[N:16]=[C:15]([NH:17][CH:18]4[CH2:23][CH2:22][CH2:21][CH:20]([C:24]([NH:41][CH2:40][CH3:39])=[O:26])[CH:19]4[OH:27])[C:14]([F:28])=[CH:13][N:12]=3)=[CH:9][N:8]([S:29]([C:32]3[CH:37]=[CH:36][C:35]([CH3:38])=[CH:34][CH:33]=3)(=[O:30])=[O:31])[C:5]2=[N:6][CH:7]=1, predict the reactants needed to synthesize it. The reactants are: [Cl:1][C:2]1[CH:3]=[C:4]2[C:10]([C:11]3[N:16]=[C:15]([NH:17][CH:18]4[CH2:23][CH2:22][CH2:21][CH:20]([C:24]([OH:26])=O)[CH:19]4[OH:27])[C:14]([F:28])=[CH:13][N:12]=3)=[CH:9][N:8]([S:29]([C:32]3[CH:37]=[CH:36][C:35]([CH3:38])=[CH:34][CH:33]=3)(=[O:31])=[O:30])[C:5]2=[N:6][CH:7]=1.[CH3:39][CH2:40][N:41](C(C)C)C(C)C.Cl.C(N)C.CN(C(ON1N=NC2C=CC=NC1=2)=[N+](C)C)C.F[P-](F)(F)(F)(F)F. (2) Given the product [NH2:35][C:38]1[CH:39]=[C:40]([C:51]2[CH:56]=[C:55]([C:57]3[CH:58]=[CH:59][CH:60]=[CH:61][CH:62]=3)[C:54]([OH:63])=[C:53]([NH2:64])[CH:52]=2)[CH:41]=[C:42]([C:45]2[CH:50]=[CH:49][CH:48]=[CH:47][CH:46]=2)[C:43]=1[OH:44], predict the reactants needed to synthesize it. The reactants are: [H][H].[N+](C1([N+]([O-])=O)C(O)=C(C2C=CC=CC=2)C=C(C2C=C(C3C=CC=CC=3)C(O)=CC=2)C1)([O-])=O.[N+:35]([C:38]1[CH:39]=[C:40]([C:51]2[CH:56]=[C:55]([C:57]3[CH:62]=[CH:61][CH:60]=[CH:59][CH:58]=3)[C:54]([OH:63])=[C:53]([N+:64]([O-])=O)[CH:52]=2)[CH:41]=[C:42]([C:45]2[CH:50]=[CH:49][CH:48]=[CH:47][CH:46]=2)[C:43]=1[OH:44])([O-])=O. (3) Given the product [Cl:1][C:2]1[C:16]([S:17]([CH2:18][CH3:19])=[O:22])=[C:15]([Cl:20])[CH:14]=[C:13]([F:21])[C:3]=1[C:4]([NH:6][C:7]1[N:11]([CH3:12])[N:10]=[N:9][N:8]=1)=[O:5], predict the reactants needed to synthesize it. The reactants are: [Cl:1][C:2]1[C:16]([S:17][CH2:18][CH3:19])=[C:15]([Cl:20])[CH:14]=[C:13]([F:21])[C:3]=1[C:4]([NH:6][C:7]1[N:11]([CH3:12])[N:10]=[N:9][N:8]=1)=[O:5].[OH:22]O.